Dataset: Forward reaction prediction with 1.9M reactions from USPTO patents (1976-2016). Task: Predict the product of the given reaction. (1) Given the reactants [CH3:1][S:2][C:3]1[CH:32]=[CH:31][C:6]([C:7]([N:9]2[CH2:14][CH2:13][CH:12]([C:15]3[CH:26]=[CH:25][C:18]([C:19]([NH:21][C:22]([NH2:24])=[NH:23])=[O:20])=[CH:17][C:16]=3[C:27]([F:30])([F:29])[F:28])[CH2:11][CH2:10]2)=[O:8])=[CH:5][CH:4]=1.I([O-])(=O)(=O)=[O:34].[Na+].[OH2:39], predict the reaction product. The product is: [CH3:1][S:2]([C:3]1[CH:4]=[CH:5][C:6]([C:7]([N:9]2[CH2:10][CH2:11][CH:12]([C:15]3[CH:26]=[CH:25][C:18]([C:19]([NH:21][C:22]([NH2:24])=[NH:23])=[O:20])=[CH:17][C:16]=3[C:27]([F:28])([F:29])[F:30])[CH2:13][CH2:14]2)=[O:8])=[CH:31][CH:32]=1)=[O:34].[F:28][C:27]([F:30])([F:29])[C:16]([OH:34])=[O:39]. (2) Given the reactants CCN(S(F)(F)[F:7])CC.[CH2:10]([N:17]1[CH2:34][CH2:33][C:20]2([C:24](=[O:25])[N:23]([C:26]3[CH2:27][O:28][C:29](=[O:32])[C:30]=3[CH3:31])[CH2:22][CH2:21]2)[CH:19](O)[CH2:18]1)[C:11]1[CH:16]=[CH:15][CH:14]=[CH:13][CH:12]=1, predict the reaction product. The product is: [CH2:10]([N:17]1[CH2:34][CH2:33][C:20]2([C:24](=[O:25])[N:23]([C:26]3[CH2:27][O:28][C:29](=[O:32])[C:30]=3[CH3:31])[CH2:22][CH2:21]2)[CH:19]([F:7])[CH2:18]1)[C:11]1[CH:16]=[CH:15][CH:14]=[CH:13][CH:12]=1. (3) Given the reactants Cl.[O:2]1[C:6]2[CH2:7][CH2:8][NH:9][CH2:10][CH2:11][C:5]=2[CH:4]=[CH:3]1.C([O-])(O)=O.[Na+].[C:17](O[C:17]([O:19][C:20]([CH3:23])([CH3:22])[CH3:21])=[O:18])([O:19][C:20]([CH3:23])([CH3:22])[CH3:21])=[O:18], predict the reaction product. The product is: [C:20]([O:19][C:17]([N:9]1[CH2:10][CH2:11][C:5]2[CH:4]=[CH:3][O:2][C:6]=2[CH2:7][CH2:8]1)=[O:18])([CH3:23])([CH3:22])[CH3:21]. (4) Given the reactants [F:1][C:2]([F:42])([F:41])[C:3]1[CH:8]=[CH:7][C:6]([C:9]2[N:13]([CH2:14][O:15][CH2:16][CH2:17][Si:18]([CH3:21])([CH3:20])[CH3:19])[C:12]([N:22]3[CH2:27][CH2:26][N:25]([C:28]4[C:33]([C:34]([F:37])([F:36])[F:35])=[CH:32][CH:31]=[CH:30][N:29]=4)[CH2:24][CH2:23]3)=[N:11][C:10]=2[C:38](O)=[O:39])=[CH:5][CH:4]=1.[NH2:43][CH2:44][CH:45]1[CH2:50][CH2:49][CH2:48][CH2:47][N:46]1[C:51]([O:53][C:54]([CH3:57])([CH3:56])[CH3:55])=[O:52].F[P-](F)(F)(F)(F)F.N1(O[P+](N(C)C)(N(C)C)N(C)C)C2C=CC=CC=2N=N1.CCN(C(C)C)C(C)C, predict the reaction product. The product is: [F:42][C:2]([F:1])([F:41])[C:3]1[CH:4]=[CH:5][C:6]([C:9]2[N:13]([CH2:14][O:15][CH2:16][CH2:17][Si:18]([CH3:20])([CH3:19])[CH3:21])[C:12]([N:22]3[CH2:23][CH2:24][N:25]([C:28]4[C:33]([C:34]([F:37])([F:35])[F:36])=[CH:32][CH:31]=[CH:30][N:29]=4)[CH2:26][CH2:27]3)=[N:11][C:10]=2[C:38]([NH:43][CH2:44][CH:45]2[CH2:50][CH2:49][CH2:48][CH2:47][N:46]2[C:51]([O:53][C:54]([CH3:57])([CH3:56])[CH3:55])=[O:52])=[O:39])=[CH:7][CH:8]=1. (5) Given the reactants Cl.[Cl:2][C:3]1[CH:7]=[CH:6][S:5][C:4]=1[CH2:8][C@H:9]([NH2:12])[CH2:10][CH3:11].Cl[C:14]1[N:22]=[CH:21][N:20]=[C:19]2[C:15]=1[N:16]=[CH:17][N:18]2[C@H:23]1[C@H:30]2[C@H:26]([O:27][C:28]([CH3:32])([CH3:31])[O:29]2)[C@@H:25]([CH2:33][F:34])[CH2:24]1.CCN(C(C)C)C(C)C, predict the reaction product. The product is: [Cl:2][C:3]1[CH:7]=[CH:6][S:5][C:4]=1[CH2:8][C@H:9]([NH:12][C:14]1[N:22]=[CH:21][N:20]=[C:19]2[C:15]=1[N:16]=[CH:17][N:18]2[C@H:23]1[C@H:30]2[C@H:26]([O:27][C:28]([CH3:31])([CH3:32])[O:29]2)[C@@H:25]([CH2:33][F:34])[CH2:24]1)[CH2:10][CH3:11]. (6) Given the reactants [Cl:1][C:2]1[S:9][C:8]2[CH:7]=[C:6]([C:10]3[NH:11][C:12]([CH:17]=O)=[C:13]([O:15][CH3:16])[CH:14]=3)[N:5]([C:19]([O:21][C:22]([CH3:25])([CH3:24])[CH3:23])=[O:20])[C:4]=2[CH:3]=1.[CH3:26][C:27]1[NH:28][CH:29]=[C:30]([CH3:32])[CH:31]=1.Cl, predict the reaction product. The product is: [Cl:1][C:2]1[S:9][C:8]2[CH:7]=[C:6]([C:10]3[CH:14]=[C:13]([O:15][CH3:16])/[C:12](=[CH:17]/[C:29]4[NH:28][C:27]([CH3:26])=[CH:31][C:30]=4[CH3:32])/[N:11]=3)[N:5]([C:19]([O:21][C:22]([CH3:23])([CH3:25])[CH3:24])=[O:20])[C:4]=2[CH:3]=1.